From a dataset of Peptide-MHC class II binding affinity with 134,281 pairs from IEDB. Regression. Given a peptide amino acid sequence and an MHC pseudo amino acid sequence, predict their binding affinity value. This is MHC class II binding data. The peptide sequence is NLEYTIMITPHSGEE. The MHC is DRB1_0401 with pseudo-sequence DRB1_0401. The binding affinity (normalized) is 0.908.